From a dataset of Forward reaction prediction with 1.9M reactions from USPTO patents (1976-2016). Predict the product of the given reaction. (1) Given the reactants [C:1]([C:4]1[CH:29]=[CH:28][C:7]([CH2:8][C:9]2[C:10]([C:23]([O:25][CH2:26][CH3:27])=[O:24])=[CH:11][N:12]([CH2:14][C:15]3[CH:20]=[CH:19][CH:18]=[C:17]([C:21]#[N:22])[CH:16]=3)[CH:13]=2)=[CH:6][CH:5]=1)([OH:3])=[O:2].C1(P([N:44]=[N+]=[N-])(C2C=CC=CC=2)=[O:37])C=CC=CC=1.[CH2:47]([OH:54])[C:48]1[CH:53]=[CH:52][CH:51]=[CH:50][CH:49]=1.C([N:57]([CH2:60]C)CC)C, predict the reaction product. The product is: [C:1](=[O:2])([OH:3])[NH2:44].[CH2:47]([O:54][C:60]([NH:57][C:4]1[CH:29]=[CH:28][C:7]([CH2:8][C:9]2[C:10]([C:23]([O:25][CH2:26][CH3:27])=[O:24])=[CH:11][N:12]([CH2:14][C:15]3[CH:20]=[CH:19][CH:18]=[C:17]([C:21]#[N:22])[CH:16]=3)[CH:13]=2)=[CH:6][CH:5]=1)=[O:37])[C:48]1[CH:53]=[CH:52][CH:51]=[CH:50][CH:49]=1. (2) The product is: [CH2:1]([O:8][C:9]1[CH:10]=[CH:11][C:12]([N:15]2[C:19]3=[N:20][CH:21]=[CH:22][CH:23]=[C:18]3[N:17]3[CH:26]=[CH:27][N:24]=[C:16]23)=[CH:13][CH:14]=1)[C:2]1[CH:7]=[CH:6][CH:5]=[CH:4][CH:3]=1. Given the reactants [CH2:1]([O:8][C:9]1[CH:14]=[CH:13][C:12]([N:15]2[C:19]3=[N:20][CH:21]=[CH:22][CH:23]=[C:18]3[N:17]=[C:16]2[NH2:24])=[CH:11][CH:10]=1)[C:2]1[CH:7]=[CH:6][CH:5]=[CH:4][CH:3]=1.Cl[CH2:26][CH:27]=O.O, predict the reaction product. (3) The product is: [Cl:16][C:17]1[C:18]([CH:24]([C:36]2[CH:41]=[C:40]([F:42])[CH:39]=[CH:38][C:37]=2[F:43])[S:25]([C:28]2[CH:33]=[CH:32][C:31]([F:34])=[C:30]([F:35])[CH:29]=2)(=[O:26])=[O:27])=[CH:19][C:20]([N:23]([S:2]([CH3:1])(=[O:4])=[O:3])[S:2]([CH3:1])(=[O:4])=[O:3])=[N:21][CH:22]=1. Given the reactants [CH3:1][S:2](Cl)(=[O:4])=[O:3].C(N(CC)CC)C.ClCCl.[Cl:16][C:17]1[C:18]([CH:24]([C:36]2[CH:41]=[C:40]([F:42])[CH:39]=[CH:38][C:37]=2[F:43])[S:25]([C:28]2[CH:33]=[CH:32][C:31]([F:34])=[C:30]([F:35])[CH:29]=2)(=[O:27])=[O:26])=[CH:19][C:20]([NH2:23])=[N:21][CH:22]=1, predict the reaction product. (4) Given the reactants Br[C:2]1[C:6]2[N:7]=[CH:8][N:9]=[C:10]([NH:11][C@@H:12]3[C:20]4[C:15](=[CH:16][CH:17]=[CH:18][CH:19]=4)[CH2:14][CH2:13]3)[C:5]=2[S:4][CH:3]=1.[Si:21]([O:38][C@H:39]1[CH:43]=[CH:42][O:41][C@@H:40]1[CH2:44][OH:45])([C:34]([CH3:37])([CH3:36])[CH3:35])([C:28]1[CH:33]=[CH:32][CH:31]=[CH:30][CH:29]=1)[C:22]1[CH:27]=[CH:26][CH:25]=[CH:24][CH:23]=1.C(N(CC)C(C)C)(C)C, predict the reaction product. The product is: [Si:21]([O:38][C:39]1[C@@H:40]([CH2:44][OH:45])[O:41][C@@H:42]([C:2]2[C:6]3[N:7]=[CH:8][N:9]=[C:10]([NH:11][C@@H:12]4[C:20]5[C:15](=[CH:16][CH:17]=[CH:18][CH:19]=5)[CH2:14][CH2:13]4)[C:5]=3[S:4][CH:3]=2)[CH:43]=1)([C:34]([CH3:37])([CH3:36])[CH3:35])([C:28]1[CH:33]=[CH:32][CH:31]=[CH:30][CH:29]=1)[C:22]1[CH:27]=[CH:26][CH:25]=[CH:24][CH:23]=1. (5) Given the reactants [CH3:1][N:2]([CH3:21])[C:3]1[CH:12]=[CH:11][C:10]([N:13]2[C:17]([CH3:18])=[N:16][N:15]=[C:14]2[SH:19])=[C:9]2[C:4]=1[CH:5]=[CH:6][C:7]([CH3:20])=[N:8]2.[Cl:22][C:23]1[C:28]([NH:29][C:30](=[O:33])[CH2:31]Cl)=[CH:27][CH:26]=[CH:25][N:24]=1.C(=O)([O-])[O-].[K+].[K+].O, predict the reaction product. The product is: [Cl:22][C:23]1[C:28]([NH:29][C:30](=[O:33])[CH2:31][S:19][C:14]2[N:13]([C:10]3[CH:11]=[CH:12][C:3]([N:2]([CH3:1])[CH3:21])=[C:4]4[C:9]=3[N:8]=[C:7]([CH3:20])[CH:6]=[CH:5]4)[C:17]([CH3:18])=[N:16][N:15]=2)=[CH:27][CH:26]=[CH:25][N:24]=1. (6) Given the reactants [CH2:1](Cl)[CH:2]=[CH:3][C:4]1[CH:9]=[CH:8][CH:7]=[CH:6][CH:5]=1.[Br:11][C:12]1[C:13]([CH3:19])=[C:14]([CH:16]=[CH:17][CH:18]=1)[NH2:15].C(=O)(O)[O-:21].[Na+], predict the reaction product. The product is: [Br:11][C:12]1[C:13]([CH3:19])=[C:14]([NH:15][C:1](=[O:21])/[CH:2]=[CH:3]/[C:4]2[CH:9]=[CH:8][CH:7]=[CH:6][CH:5]=2)[CH:16]=[CH:17][CH:18]=1.